Dataset: Forward reaction prediction with 1.9M reactions from USPTO patents (1976-2016). Task: Predict the product of the given reaction. Given the reactants [Cl:1][C:2]1[CH:3]=[C:4]([C@@H:8]2[NH:21][C:12]3[NH:13][C:14](=[O:20])[N:15]([CH2:18][CH3:19])[C:16](=[O:17])[C:11]=3[C:10](=O)[CH2:9]2)[CH:5]=[CH:6][CH:7]=1.[Li+].[BH4-], predict the reaction product. The product is: [Cl:1][C:2]1[CH:3]=[C:4]([C@@H:8]2[NH:21][C:12]3[NH:13][C:14](=[O:20])[N:15]([CH2:18][CH3:19])[C:16](=[O:17])[C:11]=3[CH2:10][CH2:9]2)[CH:5]=[CH:6][CH:7]=1.